Dataset: Reaction yield outcomes from USPTO patents with 853,638 reactions. Task: Predict the reaction yield, written as a fraction of the theoretical maximum amount of product (1.0 means a 100% yield; for example, 0.34 means a 34% yield). The reactants are Br[CH2:2][C:3]([C:5]1[CH:10]=[CH:9][C:8]([Br:11])=[CH:7][CH:6]=1)=O.Cl.[CH:13]1([C:16](=[NH:18])[NH2:17])[CH2:15][CH2:14]1.C(=O)([O-])[O-].[K+].[K+]. The catalyst is CN(C)C=O. The product is [Br:11][C:8]1[CH:9]=[CH:10][C:5]([C:3]2[NH:18][C:16]([CH:13]3[CH2:15][CH2:14]3)=[N:17][CH:2]=2)=[CH:6][CH:7]=1. The yield is 0.500.